Predict which catalyst facilitates the given reaction. From a dataset of Catalyst prediction with 721,799 reactions and 888 catalyst types from USPTO. (1) Reactant: [CH3:1][S:2]([C:5]1[CH:10]=[CH:9][C:8]([N+:11]([O-])=O)=[CH:7][C:6]=1[C:14]([F:17])([F:16])[F:15])(=[O:4])=[O:3].[Cl-].[NH4+].O. Product: [CH3:1][S:2]([C:5]1[CH:10]=[CH:9][C:8]([NH2:11])=[CH:7][C:6]=1[C:14]([F:15])([F:16])[F:17])(=[O:4])=[O:3]. The catalyst class is: 186. (2) Reactant: [Br:1][C:2]1[CH:3]=[C:4]([C:8](=O)[CH2:9][N:10]([CH2:14][CH:15]=[CH2:16])[CH2:11][CH:12]=[CH2:13])[CH:5]=[CH:6][CH:7]=1.N1C=CC=CC=1.Cl.[NH2:25][OH:26]. Product: [Br:1][C:2]1[CH:3]=[C:4]([C:8](=[N:25][OH:26])[CH2:9][N:10]([CH2:14][CH:15]=[CH2:16])[CH2:11][CH:12]=[CH2:13])[CH:5]=[CH:6][CH:7]=1. The catalyst class is: 8.